This data is from NCI-60 drug combinations with 297,098 pairs across 59 cell lines. The task is: Regression. Given two drug SMILES strings and cell line genomic features, predict the synergy score measuring deviation from expected non-interaction effect. (1) Drug 1: CC1=C2C(C(=O)C3(C(CC4C(C3C(C(C2(C)C)(CC1OC(=O)C(C(C5=CC=CC=C5)NC(=O)OC(C)(C)C)O)O)OC(=O)C6=CC=CC=C6)(CO4)OC(=O)C)OC)C)OC. Drug 2: C1CC(=O)NC(=O)C1N2CC3=C(C2=O)C=CC=C3N. Cell line: HT29. Synergy scores: CSS=88.9, Synergy_ZIP=25.9, Synergy_Bliss=25.0, Synergy_Loewe=9.37, Synergy_HSA=26.4. (2) Drug 1: C1=CC(=CC=C1CCC2=CNC3=C2C(=O)NC(=N3)N)C(=O)NC(CCC(=O)O)C(=O)O. Drug 2: CC(C)(C#N)C1=CC(=CC(=C1)CN2C=NC=N2)C(C)(C)C#N. Cell line: IGROV1. Synergy scores: CSS=25.7, Synergy_ZIP=-4.70, Synergy_Bliss=0.0209, Synergy_Loewe=-2.10, Synergy_HSA=1.21. (3) Drug 1: CC1=CC=C(C=C1)C2=CC(=NN2C3=CC=C(C=C3)S(=O)(=O)N)C(F)(F)F. Drug 2: B(C(CC(C)C)NC(=O)C(CC1=CC=CC=C1)NC(=O)C2=NC=CN=C2)(O)O. Cell line: A498. Synergy scores: CSS=48.5, Synergy_ZIP=-0.189, Synergy_Bliss=-1.61, Synergy_Loewe=-38.7, Synergy_HSA=-1.63. (4) Drug 1: CN1C2=C(C=C(C=C2)N(CCCl)CCCl)N=C1CCCC(=O)O.Cl. Drug 2: CC12CCC3C(C1CCC2O)C(CC4=C3C=CC(=C4)O)CCCCCCCCCS(=O)CCCC(C(F)(F)F)(F)F. Cell line: M14. Synergy scores: CSS=-0.999, Synergy_ZIP=0.931, Synergy_Bliss=-1.66, Synergy_Loewe=-4.23, Synergy_HSA=-6.32. (5) Cell line: CCRF-CEM. Drug 1: C1=CC(=C2C(=C1NCCNCCO)C(=O)C3=C(C=CC(=C3C2=O)O)O)NCCNCCO. Drug 2: C1=CC(=CC=C1CCCC(=O)O)N(CCCl)CCCl. Synergy scores: CSS=65.6, Synergy_ZIP=-3.37, Synergy_Bliss=-5.02, Synergy_Loewe=-4.36, Synergy_HSA=-1.65. (6) Drug 1: C1=CC(=CC=C1C#N)C(C2=CC=C(C=C2)C#N)N3C=NC=N3. Drug 2: CC1C(C(=O)NC(C(=O)N2CCCC2C(=O)N(CC(=O)N(C(C(=O)O1)C(C)C)C)C)C(C)C)NC(=O)C3=C4C(=C(C=C3)C)OC5=C(C(=O)C(=C(C5=N4)C(=O)NC6C(OC(=O)C(N(C(=O)CN(C(=O)C7CCCN7C(=O)C(NC6=O)C(C)C)C)C)C(C)C)C)N)C. Cell line: SNB-75. Synergy scores: CSS=-0.391, Synergy_ZIP=-1.47, Synergy_Bliss=-2.74, Synergy_Loewe=-2.28, Synergy_HSA=-2.15.